Dataset: Forward reaction prediction with 1.9M reactions from USPTO patents (1976-2016). Task: Predict the product of the given reaction. (1) Given the reactants [CH:1]1([N:4]2[CH2:9][CH2:8][NH:7][CH2:6][CH2:5]2)[CH2:3][CH2:2]1.[Cl:10][C:11]1[CH:20]=[CH:19][C:18]2[C:13](=[CH:14][CH:15]=[C:16]([C:21]#[N:22])[CH:17]=2)[N:12]=1, predict the reaction product. The product is: [ClH:10].[CH:1]1([N:4]2[CH2:9][CH2:8][N:7]([C:11]3[CH:20]=[CH:19][C:18]4[C:13](=[CH:14][CH:15]=[C:16]([C:21]#[N:22])[CH:17]=4)[N:12]=3)[CH2:6][CH2:5]2)[CH2:3][CH2:2]1. (2) Given the reactants [Br:1][C:2]1[CH:3]=[C:4]([N:8]2[C:12]3=[N:13][CH:14]=[CH:15][CH:16]=[C:11]3[C:10]([C:17]([OH:19])=O)=[N:9]2)[CH:5]=[N:6][CH:7]=1.[Cl-].[NH4+:21], predict the reaction product. The product is: [Br:1][C:2]1[CH:3]=[C:4]([N:8]2[C:12]3=[N:13][CH:14]=[CH:15][CH:16]=[C:11]3[C:10]([C:17]([NH2:21])=[O:19])=[N:9]2)[CH:5]=[N:6][CH:7]=1. (3) The product is: [C:50]([NH:49][C@H:46]1[CH2:47][CH2:48][N:44]([CH2:53][C:31]2[N:30]=[C:29]([C:28]([NH:27][C:16]3[CH:17]=[CH:18][C:19]([N:21]4[CH2:26][CH2:25][CH2:24][CH2:23][CH2:22]4)=[CH:20][C:15]=3[C:11]3[CH:10]=[C:9]([C:8](=[O:38])[NH:7][CH2:6][C:5]4[CH:39]=[CH:40][CH:41]=[C:3]([C:2]([F:43])([F:1])[F:42])[CH:4]=4)[CH:14]=[CH:13][N:12]=3)=[O:37])[CH:34]=[CH:33][CH:32]=2)[CH2:45]1)(=[O:52])[CH3:51]. Given the reactants [F:1][C:2]([F:43])([F:42])[C:3]1[CH:4]=[C:5]([CH:39]=[CH:40][CH:41]=1)[CH2:6][NH:7][C:8](=[O:38])[C:9]1[CH:14]=[CH:13][N:12]=[C:11]([C:15]2[CH:20]=[C:19]([N:21]3[CH2:26][CH2:25][CH2:24][CH2:23][CH2:22]3)[CH:18]=[CH:17][C:16]=2[NH:27][C:28](=[O:37])[C:29]2(CCl)[CH:34]=[CH:33][CH:32]=[CH:31][NH:30]2)[CH:10]=1.[NH:44]1[CH2:48][CH2:47][C@H:46]([NH:49][C:50](=[O:52])[CH3:51])[CH2:45]1.[C:53](=O)([O-])[O-].[K+].[K+].[I-].[K+], predict the reaction product. (4) Given the reactants Br[C:2]1[N:7]2[N:8]=[CH:9][N:10]=[C:6]2[C:5]([NH:11][C:12]2[S:13][CH:14]=[C:15]([CH2:17][N:18]3[CH2:23][CH2:22][O:21][CH2:20][CH2:19]3)[N:16]=2)=[N:4][CH:3]=1.[NH:24]1[CH:28]=[C:27](B2OC(C)(C)C(C)(C)O2)[CH:26]=[N:25]1.CC(C)([O-])C.[Na+], predict the reaction product. The product is: [NH:24]1[CH:28]=[C:27]([C:2]2[N:7]3[N:8]=[CH:9][N:10]=[C:6]3[C:5]([NH:11][C:12]3[S:13][CH:14]=[C:15]([CH2:17][N:18]4[CH2:23][CH2:22][O:21][CH2:20][CH2:19]4)[N:16]=3)=[N:4][CH:3]=2)[CH:26]=[N:25]1.